Dataset: Full USPTO retrosynthesis dataset with 1.9M reactions from patents (1976-2016). Task: Predict the reactants needed to synthesize the given product. (1) Given the product [CH3:7][O:8][C:9]([C@@H:11]1[CH2:15][C:14](=[CH2:1])[CH2:13][N:12]1[C:17]([O:19][C:20]([CH3:23])([CH3:22])[CH3:21])=[O:18])=[O:10], predict the reactants needed to synthesize it. The reactants are: [CH3:1]C(C)([O-])C.[K+].[CH3:7][O:8][C:9]([C@@H:11]1[CH2:15][C:14](=O)[CH2:13][N:12]1[C:17]([O:19][C:20]([CH3:23])([CH3:22])[CH3:21])=[O:18])=[O:10].[Cl-].[NH4+]. (2) The reactants are: C([BH3-])#N.[Na+].[Cl:5][C:6]1[CH:11]=[CH:10][C:9]([F:12])=[CH:8][C:7]=1/[CH:13]=[N:14]/[N:15]1[C:20](=[O:21])[CH:19]=[C:18]([CH3:22])[N:17]([CH2:23][C:24]([O:26][C:27]([CH3:30])([CH3:29])[CH3:28])=[O:25])[C:16]1=[O:31]. Given the product [Cl:5][C:6]1[CH:11]=[CH:10][C:9]([F:12])=[CH:8][C:7]=1[CH2:13][NH:14][N:15]1[C:20](=[O:21])[CH:19]=[C:18]([CH3:22])[N:17]([CH2:23][C:24]([O:26][C:27]([CH3:29])([CH3:30])[CH3:28])=[O:25])[C:16]1=[O:31], predict the reactants needed to synthesize it.